Predict the reactants needed to synthesize the given product. From a dataset of Full USPTO retrosynthesis dataset with 1.9M reactions from patents (1976-2016). (1) Given the product [C:10]([O-:12])(=[O:11])[CH3:9].[C:10]([CH2:9][C@@H:2]([NH:1][C:21]([NH:20][C:17]1[CH:18]=[CH:19][C:14]([F:13])=[C:15]([F:24])[C:16]=1[F:23])=[O:22])[CH2:4][N+:5]([CH3:8])([CH3:7])[CH3:6])([OH:11])=[O:12], predict the reactants needed to synthesize it. The reactants are: [NH2:1][C:2]([CH2:9][C:10](=[O:12])[O-:11])([CH2:4][N+:5]([CH3:8])([CH3:7])[CH3:6])O.[F:13][C:14]1[CH:19]=[CH:18][C:17]([N:20]=[C:21]=[O:22])=[C:16]([F:23])[C:15]=1[F:24]. (2) The reactants are: [SH:1][C:2]1[S:3][C:4]2[CH2:14][CH2:13][C:12]3[C:7](=[CH:8][C:9]([O:15][CH2:16][C:17]([O:19]CC)=[O:18])=[CH:10][CH:11]=3)[C:5]=2[N:6]=1.Br[CH:23]([C:30]1[CH:35]=[CH:34][CH:33]=[CH:32][CH:31]=1)[C:24]1[CH:29]=[CH:28][CH:27]=[CH:26][CH:25]=1. Given the product [C:24]1([CH:23]([C:30]2[CH:31]=[CH:32][CH:33]=[CH:34][CH:35]=2)[S:1][C:2]2[S:3][C:4]3[CH2:14][CH2:13][C:12]4[C:7](=[CH:8][C:9]([O:15][CH2:16][C:17]([OH:19])=[O:18])=[CH:10][CH:11]=4)[C:5]=3[N:6]=2)[CH:29]=[CH:28][CH:27]=[CH:26][CH:25]=1, predict the reactants needed to synthesize it. (3) Given the product [F:31][C:32]1[CH:33]=[C:34]([S:39]([NH:42][CH3:43])(=[O:40])=[O:41])[CH:35]=[CH:36][C:37]=1[O:1][C:2]1[CH:3]=[C:4]([C:14]2[NH:15][C:16]([C:19]3[S:20][CH:21]=[CH:22][N:23]=3)=[CH:17][CH:18]=2)[CH:5]=[C:6]([O:8][C@@H:9]([CH3:13])[CH2:10][O:11][CH3:12])[CH:7]=1, predict the reactants needed to synthesize it. The reactants are: [OH:1][C:2]1[CH:3]=[C:4]([C:14]2[N:15](C(OC(C)(C)C)=O)[C:16]([C:19]3[S:20][CH:21]=[CH:22][N:23]=3)=[CH:17][CH:18]=2)[CH:5]=[C:6]([O:8][C@@H:9]([CH3:13])[CH2:10][O:11][CH3:12])[CH:7]=1.[F:31][C:32]1[CH:33]=[C:34]([S:39]([NH:42][CH3:43])(=[O:41])=[O:40])[CH:35]=[CH:36][C:37]=1F.C(=O)([O-])[O-].[K+].[K+].O. (4) Given the product [C:1]([NH:4][C:5]1[CH:6]=[CH:7][C:8]([S:11][C:12]2[N:21]=[C:20]([NH:22][C:23]3[NH:24][N:25]=[C:26]([CH3:28])[CH:27]=3)[C:19]3[C:14](=[CH:15][C:16]([OH:29])=[CH:17][CH:18]=3)[N:13]=2)=[CH:9][CH:10]=1)(=[O:3])[CH3:2], predict the reactants needed to synthesize it. The reactants are: [C:1]([NH:4][C:5]1[CH:10]=[CH:9][C:8]([S:11][C:12]2[N:21]=[C:20]([NH:22][C:23]3[NH:24][N:25]=[C:26]([CH3:28])[CH:27]=3)[C:19]3[C:14](=[CH:15][C:16]([O:29]C)=[CH:17][CH:18]=3)[N:13]=2)=[CH:7][CH:6]=1)(=[O:3])[CH3:2].B(Br)(Br)Br. (5) Given the product [Cl:1][C:2]1[CH:10]=[CH:9][C:8]([CH3:11])=[C:7]2[C:3]=1[C:4]1[C:5]([NH:6]2)=[N:25][C:22]2=[N:23][N:24]=[C:20]([CH2:19][C:18]3[CH:27]=[CH:28][C:15]([F:14])=[CH:16][CH:17]=3)[N:21]2[N:26]=1, predict the reactants needed to synthesize it. The reactants are: [Cl:1][C:2]1[CH:10]=[CH:9][C:8]([CH3:11])=[C:7]2[C:3]=1[C:4](=O)[C:5](=O)[NH:6]2.[F:14][C:15]1[CH:28]=[CH:27][C:18]([CH2:19][C:20]2[N:21]([NH2:26])[C:22]([NH2:25])=[N:23][N:24]=2)=[CH:17][CH:16]=1.